This data is from Full USPTO retrosynthesis dataset with 1.9M reactions from patents (1976-2016). The task is: Predict the reactants needed to synthesize the given product. (1) Given the product [OH:1][C:2]1[CH:7]=[C:6]([O:8][CH3:9])[CH:5]=[CH:4][C:3]=1[C:10](=[N:19][S@:17]([C:14]([CH3:16])([CH3:15])[CH3:13])=[O:18])[CH3:11], predict the reactants needed to synthesize it. The reactants are: [OH:1][C:2]1[CH:7]=[C:6]([O:8][CH3:9])[CH:5]=[CH:4][C:3]=1[C:10](=O)[CH3:11].[CH3:13][C:14]([S@@:17]([NH2:19])=[O:18])([CH3:16])[CH3:15]. (2) Given the product [I:1][C:2]1[CH:3]=[C:4]([CH:8]=[CH:9][C:10]=1[CH3:11])[C:5]([N:13]1[CH2:14][C:15]2[C:20](=[CH:19][CH:18]=[CH:17][CH:16]=2)[CH2:12]1)=[O:7], predict the reactants needed to synthesize it. The reactants are: [I:1][C:2]1[CH:3]=[C:4]([CH:8]=[CH:9][C:10]=1[CH3:11])[C:5]([OH:7])=O.[CH2:12]1[C:20]2[C:15](=[CH:16][CH:17]=[CH:18][CH:19]=2)[CH2:14][NH:13]1.C(N(CC)CC)C.C1C=CC2N(O)N=NC=2C=1.C(Cl)CCl. (3) Given the product [C:22]([Si:26]([CH3:56])([CH3:57])[O:27][C:28]1[CH:55]=[CH:54][C:31]2[C:32]3[CH:41]([C:2]4[CH:16]=[CH:15][C:5]([O:6][CH2:7][CH2:8][N:9]5[CH2:14][CH2:13][CH2:12][CH2:11][CH2:10]5)=[CH:4][CH:3]=4)[O:40][C:39]4[C:34](=[CH:35][CH:36]=[C:37]([O:43][Si:44]([C:47]([CH3:48])([CH3:49])[CH3:50])([CH3:45])[CH3:46])[CH:38]=4)[C:33]=3[CH2:51][CH2:52][O:53][C:30]=2[CH:29]=1)([CH3:23])([CH3:24])[CH3:25], predict the reactants needed to synthesize it. The reactants are: I[C:2]1[CH:16]=[CH:15][C:5]([O:6][CH2:7][CH2:8][N:9]2[CH2:14][CH2:13][CH2:12][CH2:11][CH2:10]2)=[CH:4][CH:3]=1.C([Li])CCC.[C:22]([Si:26]([CH3:57])([CH3:56])[O:27][C:28]1[CH:55]=[CH:54][C:31]2[C:32]3[CH:41](O)[O:40][C:39]4[C:34](=[CH:35][CH:36]=[C:37]([O:43][Si:44]([C:47]([CH3:50])([CH3:49])[CH3:48])([CH3:46])[CH3:45])[CH:38]=4)[C:33]=3[CH2:51][CH2:52][O:53][C:30]=2[CH:29]=1)([CH3:25])([CH3:24])[CH3:23].